From a dataset of Forward reaction prediction with 1.9M reactions from USPTO patents (1976-2016). Predict the product of the given reaction. (1) Given the reactants [NH2:1][C:2]1[CH:3]=[CH:4][C:5]2[NH:11][C:10]3[CH:12]=[C:13]([Cl:16])[CH:14]=[CH:15][C:9]=3[C:8](=[O:17])[NH:7][C:6]=2[CH:18]=1.[CH3:19][S:20](Cl)(=[O:22])=[O:21], predict the reaction product. The product is: [Cl:16][C:13]1[CH:14]=[CH:15][C:9]2[C:8](=[O:17])[NH:7][C:6]3[CH:18]=[C:2]([NH:1][S:20]([CH3:19])(=[O:22])=[O:21])[CH:3]=[CH:4][C:5]=3[NH:11][C:10]=2[CH:12]=1. (2) Given the reactants CS(C)=O.[F:5][C:6]1[CH:11]=[CH:10][C:9]([C:12]2[C:16]([C:17]3[CH:22]=[CH:21][N:20]=[C:19]([NH:23][CH2:24][C:25]([F:28])([F:27])[F:26])[CH:18]=3)=[CH:15][N:14]([C:29]3[CH:34]=[CH:33][C:32](=[O:35])[NH:31][N:30]=3)[N:13]=2)=[CH:8][CH:7]=1.[S:36](=[O:40])(=[O:39])([OH:38])[OH:37], predict the reaction product. The product is: [S:36]([OH:40])([OH:39])(=[O:38])=[O:37].[F:5][C:6]1[CH:7]=[CH:8][C:9]([C:12]2[C:16]([C:17]3[CH:22]=[CH:21][N:20]=[C:19]([NH:23][CH2:24][C:25]([F:27])([F:26])[F:28])[CH:18]=3)=[CH:15][N:14]([C:29]3[CH:34]=[CH:33][C:32](=[O:35])[NH:31][N:30]=3)[N:13]=2)=[CH:10][CH:11]=1. (3) Given the reactants [C:1]([O:5][C:6](=[O:24])[NH:7][CH2:8][CH2:9][NH:10][C:11]([C:13]1[CH:22]=[CH:21][C:20]2[C:15](=[C:16](Br)[CH:17]=[N:18][CH:19]=2)[N:14]=1)=[O:12])([CH3:4])([CH3:3])[CH3:2].[CH3:25][N:26]1[C:30]2[CH:31]=[CH:32][C:33](B3OC(C)(C)C(C)(C)O3)=[CH:34][C:29]=2[CH2:28][S:27]1(=[O:45])=[O:44].C(=O)([O-])[O-].[Na+].[Na+], predict the reaction product. The product is: [C:1]([O:5][C:6](=[O:24])[NH:7][CH2:8][CH2:9][NH:10][C:11]([C:13]1[CH:22]=[CH:21][C:20]2[C:15](=[C:16]([C:33]3[CH:32]=[CH:31][C:30]4[N:26]([CH3:25])[S:27](=[O:44])(=[O:45])[CH2:28][C:29]=4[CH:34]=3)[CH:17]=[N:18][CH:19]=2)[N:14]=1)=[O:12])([CH3:4])([CH3:3])[CH3:2]. (4) The product is: [CH2:33]([C:13]1[CH:12]=[C:11]([CH:10]([O:25][CH:26]2[CH2:31][CH2:30][N:29]([CH3:32])[CH2:28][CH2:27]2)[C:2]2[S:1][C:5]3[CH:6]=[CH:7][CH:8]=[CH:9][C:4]=3[N:3]=2)[CH:16]=[CH:15][CH:14]=1)[CH2:34][CH2:35][CH3:36]. Given the reactants [S:1]1[C:5]2[CH:6]=[CH:7][CH:8]=[CH:9][C:4]=2[N:3]=[C:2]1[CH:10]([O:25][CH:26]1[CH2:31][CH2:30][N:29]([CH3:32])[CH2:28][CH2:27]1)[C:11]1[CH:12]=[C:13](OS(C(F)(F)F)(=O)=O)[CH:14]=[CH:15][CH:16]=1.[CH2:33]([Mg]Cl)[CH2:34][CH2:35][CH3:36], predict the reaction product.